From a dataset of Reaction yield outcomes from USPTO patents with 853,638 reactions. Predict the reaction yield, written as a fraction of the theoretical maximum amount of product (1.0 means a 100% yield; for example, 0.34 means a 34% yield). (1) The yield is 0.510. The product is [Br:25][CH2:26]/[CH:27]=[CH:28]/[C:29]([NH:20][C:17]1[CH:18]=[C:19]2[C:14](=[CH:15][C:16]=1[O:21][CH2:22][CH3:23])[N:13]=[CH:12][N:11]=[C:10]2[NH:9][C:4]1[CH:5]=[CH:6][C:7]([Cl:8])=[C:2]([Cl:1])[C:3]=1[F:24])=[O:30]. The catalyst is C1COCC1. The reactants are [Cl:1][C:2]1[C:3]([F:24])=[C:4]([NH:9][C:10]2[C:19]3[C:14](=[CH:15][C:16]([O:21][CH2:22][CH3:23])=[C:17]([NH2:20])[CH:18]=3)[N:13]=[CH:12][N:11]=2)[CH:5]=[CH:6][C:7]=1[Cl:8].[Br:25][CH2:26]/[CH:27]=[CH:28]/[C:29](Cl)=[O:30].CO. (2) The reactants are [Cl:1][C:2]1[CH:11]=[C:10]([C:12](=[O:22])[CH2:13][CH2:14][C:15]2[CH:20]=[CH:19][CH:18]=[C:17]([OH:21])[CH:16]=2)[CH:9]=[CH:8][C:3]=1[C:4]([O:6]C)=[O:5].[OH-].[Na+]. No catalyst specified. The product is [Cl:1][C:2]1[CH:11]=[C:10]([C:12](=[O:22])[CH2:13][CH2:14][C:15]2[CH:20]=[CH:19][CH:18]=[C:17]([OH:21])[CH:16]=2)[CH:9]=[CH:8][C:3]=1[C:4]([OH:6])=[O:5]. The yield is 0.790. (3) The reactants are [CH2:1]([O:19][CH2:20][CH:21]([OH:32])[CH2:22][O:23][CH2:24][CH2:25][CH2:26][CH2:27][CH2:28][CH2:29][CH2:30][CH3:31])[CH2:2][CH2:3][CH2:4][CH2:5][CH2:6][CH2:7][CH2:8]/[CH:9]=[CH:10]\[CH2:11]/[CH:12]=[CH:13]\[CH2:14][CH2:15][CH2:16][CH2:17][CH3:18].C([Zn][CH2:36][CH3:37])C.ICI.S([O-])([O-])(=O)=O.[Na+].[Na+]. The catalyst is C(Cl)Cl.CCCCCC. The product is [CH2:24]([O:23][CH2:22][CH:21]([OH:32])[CH2:20][O:19][CH2:1][CH2:2][CH2:3][CH2:4][CH2:5][CH2:6][CH2:7][CH2:8][CH:9]1[CH2:10][CH:11]1[CH2:12][CH:13]1[CH2:14][CH:15]1[CH2:16][CH2:17][CH2:18][CH2:36][CH3:37])[CH2:25][CH2:26][CH2:27][CH2:28][CH2:29][CH2:30][CH3:31]. The yield is 0.970. (4) The reactants are Br[CH:2]([C:14]1[CH:19]=[CH:18][CH:17]=[CH:16][CH:15]=1)[C:3]([O:5][C@H:6]([C:8]1[CH:13]=[CH:12][CH:11]=[CH:10][CH:9]=1)[CH3:7])=[O:4].C(N(CC)CC)C.[CH3:27][C:28]1([OH:34])[CH2:33][CH2:32][NH:31][CH2:30][CH2:29]1. The catalyst is C1COCC1.[I-].C([N+](CCCC)(CCCC)CCCC)CCC.C(OCC)(=O)C. The product is [OH:34][C:28]1([CH3:27])[CH2:33][CH2:32][N:31]([C@H:2]([C:14]2[CH:19]=[CH:18][CH:17]=[CH:16][CH:15]=2)[C:3]([O:5][C@H:6]([C:8]2[CH:13]=[CH:12][CH:11]=[CH:10][CH:9]=2)[CH3:7])=[O:4])[CH2:30][CH2:29]1. The yield is 0.600. (5) The reactants are [I-:1].[CH2:2]([N:4]1[CH:8]=[CH:7][CH:6]=[C:5]1[CH2:9][N+](C)(C)C)[CH3:3].[C:14]1([P:20]([C:27]2[CH:32]=[CH:31][CH:30]=[CH:29][CH:28]=2)[C:21]2[CH:26]=[CH:25][CH:24]=[CH:23][CH:22]=2)[CH:19]=[CH:18][CH:17]=[CH:16][CH:15]=1. The catalyst is C(#N)C. The product is [I-:1].[CH2:2]([N:4]1[CH:8]=[CH:7][CH:6]=[C:5]1[CH2:9][P+:20]([C:21]1[CH:22]=[CH:23][CH:24]=[CH:25][CH:26]=1)([C:27]1[CH:32]=[CH:31][CH:30]=[CH:29][CH:28]=1)[C:14]1[CH:15]=[CH:16][CH:17]=[CH:18][CH:19]=1)[CH3:3]. The yield is 0.810. (6) The reactants are [N+:1]([C:4]1[CH:9]=[CH:8][CH:7]=[CH:6][C:5]=1/[CH:10]=[CH:11]/[CH:12]=[CH:13]/[C:14]([OH:16])=O)([O-:3])=[O:2].O1CCCC1.C(N(CC)CC)C.Cl.[NH2:30][CH2:31][CH2:32][CH2:33][CH2:34][CH2:35][C:36]([O:38][CH3:39])=[O:37]. No catalyst specified. The product is [CH3:39][O:38][C:36](=[O:37])[CH2:35][CH2:34][CH2:33][CH2:32][CH2:31][NH:30][C:14](=[O:16])/[CH:13]=[CH:12]/[CH:11]=[CH:10]/[C:5]1[CH:6]=[CH:7][CH:8]=[CH:9][C:4]=1[N+:1]([O-:3])=[O:2]. The yield is 0.890. (7) The reactants are [C:1]([O:5][C:6]([NH:8][CH:9]([CH3:16])[CH2:10]OS(C)(=O)=O)=[O:7])([CH3:4])([CH3:3])[CH3:2].[NH:17]1[CH2:22][CH2:21][O:20][CH2:19][CH2:18]1.C([O-])([O-])=O.[K+].[K+]. The catalyst is CC#N. The product is [C:1]([O:5][C:6](=[O:7])[NH:8][CH:9]([CH3:16])[CH2:10][N:17]1[CH2:22][CH2:21][O:20][CH2:19][CH2:18]1)([CH3:4])([CH3:3])[CH3:2]. The yield is 0.620. (8) The reactants are [C:1]([O:5][C:6](=[O:32])[CH2:7][C@H:8]([N:16]([CH2:25]C1C=CC=CC=1)[C@@H](C1C=CC=CC=1)C)[C:9]1[CH:14]=[CH:13][CH:12]=[C:11]([F:15])[CH:10]=1)([CH3:4])([CH3:3])[CH3:2].C(OC([O:35][C:36]([CH3:39])([CH3:38])[CH3:37])=O)([O:35][C:36]([CH3:39])([CH3:38])[CH3:37])=O.C([OH:50])C. The catalyst is [OH-].[OH-].[Pd+2]. The product is [C:1]([O:5][C:6](=[O:32])[CH2:7][CH:8]([NH:16][C:25]([O:35][C:36]([CH3:39])([CH3:38])[CH3:37])=[O:50])[C:9]1[CH:14]=[CH:13][CH:12]=[C:11]([F:15])[CH:10]=1)([CH3:2])([CH3:3])[CH3:4]. The yield is 0.860. (9) The yield is 0.810. The product is [CH3:1][C@H:2]1[NH:3][CH2:4][CH2:5][N:6]([CH:9]([C:20]2[CH:25]=[CH:24][CH:23]=[CH:22][CH:21]=2)[C:10]2[CH:15]=[CH:14][CH:13]=[C:12]([C:16]([F:19])([F:18])[F:17])[CH:11]=2)[CH2:7]1. The reactants are [CH3:1][C@@H:2]1[CH2:7][NH:6][CH2:5][CH2:4][NH:3]1.Cl[CH:9]([C:20]1[CH:25]=[CH:24][CH:23]=[CH:22][CH:21]=1)[C:10]1[CH:15]=[CH:14][CH:13]=[C:12]([C:16]([F:19])([F:18])[F:17])[CH:11]=1. The catalyst is CC#N.